Dataset: Full USPTO retrosynthesis dataset with 1.9M reactions from patents (1976-2016). Task: Predict the reactants needed to synthesize the given product. (1) Given the product [CH3:31][O:1][C:2]1[C:7]2[O:8][C:9]3[CH2:14][CH2:13][N:12]([C:15]([O:17][C:18]([CH3:21])([CH3:19])[CH3:20])=[O:16])[CH2:11][C:10]=3[C:6]=2[CH:5]=[C:4]([S:22]([C:25]2[CH:30]=[CH:29][CH:28]=[CH:27][CH:26]=2)(=[O:23])=[O:24])[CH:3]=1, predict the reactants needed to synthesize it. The reactants are: [OH:1][C:2]1[C:7]2[O:8][C:9]3[CH2:14][CH2:13][N:12]([C:15]([O:17][C:18]([CH3:21])([CH3:20])[CH3:19])=[O:16])[CH2:11][C:10]=3[C:6]=2[CH:5]=[C:4]([S:22]([C:25]2[CH:30]=[CH:29][CH:28]=[CH:27][CH:26]=2)(=[O:24])=[O:23])[CH:3]=1.[C:31](=O)([O-])[O-].[K+].[K+].COS(OC)(=O)=O. (2) Given the product [Cl:13][C:14]1[CH:33]=[CH:32][C:17]([NH:18][C:19]2[C:28]3[C:23](=[CH:24][C:25]([O:12][CH2:11][CH2:10][N:2]([CH3:1])[C:3]([O:5][C:6]([CH3:9])([CH3:7])[CH3:8])=[O:4])=[C:26]([O:29][CH3:30])[CH:27]=3)[N:22]=[CH:21][N:20]=2)=[C:16]([F:34])[CH:15]=1, predict the reactants needed to synthesize it. The reactants are: [CH3:1][N:2]([CH2:10][CH2:11][OH:12])[C:3]([O:5][C:6]([CH3:9])([CH3:8])[CH3:7])=[O:4].[Cl:13][C:14]1[CH:33]=[CH:32][C:17]([NH:18][C:19]2[C:28]3[C:23](=[CH:24][C:25](O)=[C:26]([O:29][CH3:30])[CH:27]=3)[N:22]=[CH:21][N:20]=2)=[C:16]([F:34])[CH:15]=1.C1(P(C2C=CC=CC=2)C2C=CC=CC=2)C=CC=CC=1.N(C(OCC)=O)=NC(OCC)=O. (3) Given the product [Br:22][C:18]1[N:19]=[C:20]([NH:29][CH2:28][CH:27]([CH3:30])[CH3:26])[C:15]2[N:16]([C:12]([C:9]3[CH:8]=[CH:7][C:6]([C:5]([NH:4][CH:1]4[CH2:3][CH2:2]4)=[O:25])=[CH:11][CH:10]=3)=[C:13]([CH2:23][OH:24])[N:14]=2)[CH:17]=1, predict the reactants needed to synthesize it. The reactants are: [CH:1]1([NH:4][C:5](=[O:25])[C:6]2[CH:11]=[CH:10][C:9]([C:12]3[N:16]4[CH:17]=[C:18]([Br:22])[N:19]=[C:20](Br)[C:15]4=[N:14][C:13]=3[CH2:23][OH:24])=[CH:8][CH:7]=2)[CH2:3][CH2:2]1.[CH3:26][CH:27]([CH3:30])[CH2:28][NH2:29].C1(C)C=CC=CC=1.